From a dataset of Reaction yield outcomes from USPTO patents with 853,638 reactions. Predict the reaction yield, written as a fraction of the theoretical maximum amount of product (1.0 means a 100% yield; for example, 0.34 means a 34% yield). (1) The reactants are [F:1][C:2]([F:18])([F:17])[C:3]1[CH:8]=[CH:7][C:6]([C:9]2[CH:14]=[CH:13][C:12]([CH2:15][NH2:16])=[CH:11][CH:10]=2)=[CH:5][CH:4]=1.F[C:20]1[CH:21]=[C:22]([CH:32]=[CH:33][C:34]=1[N+:35]([O-:37])=[O:36])[O:23][CH2:24][C:25]1[CH:30]=[CH:29][C:28]([CH3:31])=[CH:27][N:26]=1.CCN(C(C)C)C(C)C. The catalyst is C(#N)C. The product is [CH3:31][C:28]1[CH:29]=[CH:30][C:25]([CH2:24][O:23][C:22]2[CH:21]=[CH:20][C:34]([N+:35]([O-:37])=[O:36])=[C:33]([CH:32]=2)[NH:16][CH2:15][C:12]2[CH:13]=[CH:14][C:9]([C:6]3[CH:5]=[CH:4][C:3]([C:2]([F:17])([F:18])[F:1])=[CH:8][CH:7]=3)=[CH:10][CH:11]=2)=[N:26][CH:27]=1. The yield is 0.730. (2) The yield is 0.376. The reactants are [N:1]1([C:8]2[CH:13]=[CH:12][C:11]([N+:14]([O-])=O)=[CH:10][CH:9]=2)[CH2:6][CH2:5][O:4][CH2:3][C:2]1=[O:7].[H][H]. The catalyst is O1CCCC1.[Pd]. The product is [N:1]1([C:8]2[CH:13]=[CH:12][C:11]([NH2:14])=[CH:10][CH:9]=2)[CH2:6][CH2:5][O:4][CH2:3][C:2]1=[O:7]. (3) The reactants are [C:1]1([C:41]2[CH:46]=[CH:45][CH:44]=[CH:43][CH:42]=2)[CH:6]=[C:5]([CH2:7][NH:8][CH2:9][CH2:10][CH2:11][NH:12][CH2:13][CH2:14][CH2:15][NH:16]C(=O)OC(C)(C)C)[CH:4]=[C:3]([CH2:24][NH:25][CH2:26][CH2:27][CH2:28][NH:29][CH2:30][CH2:31][CH2:32][NH:33]C(=O)OC(C)(C)C)[CH:2]=1.[ClH:47]. No catalyst specified. The product is [Cl-:47].[C:1]1([C:41]2[CH:46]=[CH:45][CH:44]=[CH:43][CH:42]=2)[CH:6]=[C:5]([CH2:7][NH2+:8][CH2:9][CH2:10][CH2:11][NH2+:12][CH2:13][CH2:14][CH2:15][NH3+:16])[CH:4]=[C:3]([CH2:24][NH2+:25][CH2:26][CH2:27][CH2:28][NH2+:29][CH2:30][CH2:31][CH2:32][NH3+:33])[CH:2]=1.[Cl-:47].[Cl-:47].[Cl-:47].[Cl-:47].[Cl-:47]. The yield is 0.600. (4) The reactants are [C:1]([O:5][C:6](=[O:22])[NH:7][CH2:8][CH2:9][O:10][C:11]1[CH:16]=[CH:15][C:14]([CH2:17][CH2:18][CH2:19][CH2:20][NH2:21])=[CH:13][CH:12]=1)([CH3:4])([CH3:3])[CH3:2].I.[NH2:24][C:25]1[C:26]([C:33]([NH:35][C:36](=[NH:39])SC)=[O:34])=[N:27][C:28]([Cl:32])=[C:29]([NH2:31])[N:30]=1.C(N(CC)CC)C. The catalyst is C1COCC1. The product is [C:1]([O:5][C:6](=[O:22])[NH:7][CH2:8][CH2:9][O:10][C:11]1[CH:16]=[CH:15][C:14]([CH2:17][CH2:18][CH2:19][CH2:20][NH:21][C:36]([NH2:39])=[N:35][C:33]([C:26]2[C:25]([NH2:24])=[N:30][C:29]([NH2:31])=[C:28]([Cl:32])[N:27]=2)=[O:34])=[CH:13][CH:12]=1)([CH3:4])([CH3:2])[CH3:3]. The yield is 0.920. (5) The reactants are Br[C:2]1[CH:7]=[CH:6][CH:5]=[CH:4][C:3]=1[C:8]1[CH:13]=[CH:12][C:11]([CH2:14][N:15]2[C:23]3[C:18](=[CH:19][C:20]([CH3:24])=[CH:21][CH:22]=3)[CH:17]=[CH:16]2)=[CH:10][CH:9]=1.[CH3:25][N:26]1[CH2:31][CH2:30][NH:29][CH2:28][CH2:27]1.C1(P(C2C=CC=CC=2)C2C=CC3C(=CC=CC=3)C=2C2C3C(=CC=CC=3)C=CC=2P(C2C=CC=CC=2)C2C=CC=CC=2)C=CC=CC=1.CC(C)([O-])C.[Na+]. The catalyst is C1(C)C=CC=CC=1.C([O-])(=O)C.[Pd+2].C([O-])(=O)C.O. The product is [CH3:24][C:20]1[CH:19]=[C:18]2[C:23](=[CH:22][CH:21]=1)[N:15]([CH2:14][C:11]1[CH:12]=[CH:13][C:8]([C:3]3[CH:4]=[CH:5][CH:6]=[CH:7][C:2]=3[N:29]3[CH2:30][CH2:31][N:26]([CH3:25])[CH2:27][CH2:28]3)=[CH:9][CH:10]=1)[CH:16]=[CH:17]2. The yield is 0.120. (6) The reactants are [O:1]=[C:2]1[O:8][C@H:7]([C@H:9]([CH2:11][OH:12])[OH:10])[C:5]([OH:6])=[C:3]1[OH:4]. The catalyst is O.[Pd]. The product is [CH2:11]([OH:12])[C@H:9]([OH:10])[C@H:7]1[O:8][C:2](=[O:1])[C@@H:3]([OH:4])[C@H:5]1[OH:6]. The yield is 0.960. (7) The reactants are CC1(C)[O:9][C:8](=[O:10])[C:5]2([CH2:7][CH2:6]2)[C:4](=[O:11])O1.[N:13]1([C:18]2[CH:19]=[C:20]([CH:22]=[CH:23][CH:24]=2)[NH2:21])[CH:17]=[CH:16][CH:15]=[CH:14]1. The catalyst is C(O)C. The product is [N:13]1([C:18]2[CH:19]=[C:20]([N:21]3[CH2:6][CH2:7][CH:5]([C:8]([OH:9])=[O:10])[C:4]3=[O:11])[CH:22]=[CH:23][CH:24]=2)[CH:14]=[CH:15][CH:16]=[CH:17]1. The yield is 0.800. (8) The reactants are [C:1]([N:4]1[C:12]2[C:7](=[CH:8][C:9]([Br:17])=[C:10]([S:13](Cl)(=[O:15])=[O:14])[CH:11]=2)[CH2:6][CH2:5]1)(=[O:3])[CH3:2].[NH3:18]. No catalyst specified. The product is [C:1]([N:4]1[C:12]2[C:7](=[CH:8][C:9]([Br:17])=[C:10]([S:13]([NH2:18])(=[O:15])=[O:14])[CH:11]=2)[CH2:6][CH2:5]1)(=[O:3])[CH3:2]. The yield is 0.650. (9) The reactants are [Br:1][C:2]1[C:14](=[O:15])[N:13]([CH2:16][CH3:17])[C:5]2[N:6]=[C:7](S(C)=O)[N:8]=[CH:9][C:4]=2[CH:3]=1.[CH3:18][N:19]1[CH2:24][CH2:23][N:22]([C:25]2[CH:31]=[CH:30][C:28]([NH2:29])=[CH:27][CH:26]=2)[CH2:21][CH2:20]1. No catalyst specified. The product is [Br:1][C:2]1[C:14](=[O:15])[N:13]([CH2:16][CH3:17])[C:5]2[N:6]=[C:7]([NH:29][C:28]3[CH:27]=[CH:26][C:25]([N:22]4[CH2:21][CH2:20][N:19]([CH3:18])[CH2:24][CH2:23]4)=[CH:31][CH:30]=3)[N:8]=[CH:9][C:4]=2[CH:3]=1. The yield is 0.400.